Predict which catalyst facilitates the given reaction. From a dataset of Catalyst prediction with 721,799 reactions and 888 catalyst types from USPTO. (1) Reactant: C(=O)([O-])[O-].[Cs+].[Cs+].[CH3:7][O:8][C:9]1[CH:10]=[C:11]([CH:14]=[CH:15][C:16]=1[N+:17]([O-:19])=[O:18])[CH2:12][OH:13].[CH2:20](Br)[C:21]1[CH:26]=[CH:25][CH:24]=[CH:23][CH:22]=1. Product: [CH2:20]([O:13][CH2:12][C:11]1[CH:14]=[CH:15][C:16]([N+:17]([O-:19])=[O:18])=[C:9]([O:8][CH3:7])[CH:10]=1)[C:21]1[CH:26]=[CH:25][CH:24]=[CH:23][CH:22]=1. The catalyst class is: 27. (2) Reactant: [CH2:1]([C@:3]12[CH2:27][CH2:26][C:21]3([O:25][CH2:24][CH2:23][O:22]3)[CH2:20][C@H:4]1[CH2:5][CH2:6][O:7][C:8]1[C:9]2=[CH:10][C:11]2[CH:12]=[N:13][N:14](C(=O)C)[C:15]=2[CH:16]=1)[CH3:2].N. Product: [CH2:1]([C:3]12[CH2:27][CH2:26][C:21]3([O:25][CH2:24][CH2:23][O:22]3)[CH2:20][CH:4]1[CH2:5][CH2:6][O:7][C:8]1[C:9]2=[CH:10][C:11]2[CH:12]=[N:13][NH:14][C:15]=2[CH:16]=1)[CH3:2]. The catalyst class is: 36. (3) Reactant: C([O:4][C:5]1[CH:10]=[CH:9][CH:8]=[CH:7][C:6]=1[C:11]([N:13]1[CH2:18][CH2:17][CH:16]([N:19]2[C:23](=[O:24])[C:22]([CH3:26])([CH3:25])[C:21]([C:27]3[C:32]4[CH2:33][C:34]([CH3:37])([CH3:36])[O:35][C:31]=4[C:30]([O:38][CH3:39])=[CH:29][CH:28]=3)=[N:20]2)[CH2:15][CH2:14]1)=[O:12])(=O)C.[OH-].[K+].Cl. Product: [OH:4][C:5]1[CH:10]=[CH:9][CH:8]=[CH:7][C:6]=1[C:11]([N:13]1[CH2:14][CH2:15][CH:16]([N:19]2[C:23](=[O:24])[C:22]([CH3:25])([CH3:26])[C:21]([C:27]3[C:32]4[CH2:33][C:34]([CH3:36])([CH3:37])[O:35][C:31]=4[C:30]([O:38][CH3:39])=[CH:29][CH:28]=3)=[N:20]2)[CH2:17][CH2:18]1)=[O:12]. The catalyst class is: 5. (4) The catalyst class is: 16. Product: [C:16]([CH2:2][C:3]1[N:4]=[C:5]([C:9]2[CH:14]=[CH:13][CH:12]=[CH:11][CH:10]=2)[NH:6][C:7]=1[CH3:8])#[N:17]. Reactant: Cl[CH2:2][C:3]1[N:4]=[C:5]([C:9]2[CH:14]=[CH:13][CH:12]=[CH:11][CH:10]=2)[NH:6][C:7]=1[CH3:8].Cl.[C-:16]#[N:17].[Na+].